The task is: Predict the product of the given reaction.. This data is from Forward reaction prediction with 1.9M reactions from USPTO patents (1976-2016). (1) The product is: [O:18]1[CH2:19][CH2:20][CH:21]([C:24]2[CH:28]=[C:27]([CH2:29][NH:30][C:2]3[N:7]=[C:6]([NH:8][C:9]4[NH:10][N:11]=[C:12]([O:14][CH:15]([CH3:17])[CH3:16])[CH:13]=4)[CH:5]=[CH:4][N:3]=3)[O:26][N:25]=2)[CH2:22][CH2:23]1. Given the reactants Cl[C:2]1[N:7]=[C:6]([NH:8][C:9]2[NH:10][N:11]=[C:12]([O:14][CH:15]([CH3:17])[CH3:16])[CH:13]=2)[CH:5]=[CH:4][N:3]=1.[O:18]1[CH2:23][CH2:22][CH:21]([C:24]2[CH:28]=[C:27]([CH2:29][NH2:30])[O:26][N:25]=2)[CH2:20][CH2:19]1, predict the reaction product. (2) Given the reactants [F:1][C:2]([F:21])([F:20])[C:3]([NH:5][C:6]1[CH:15]=[CH:14][C:13]2[C:12]([CH3:17])([CH3:16])[CH2:11][CH2:10][C:9]([CH3:19])([CH3:18])[C:8]=2[CH:7]=1)=[O:4].[OH-].[K+].I[CH2:25][CH2:26][CH2:27][CH2:28][CH3:29], predict the reaction product. The product is: [F:1][C:2]([F:20])([F:21])[C:3]([N:5]([CH2:25][CH2:26][CH2:27][CH2:28][CH3:29])[C:6]1[CH:15]=[CH:14][C:13]2[C:12]([CH3:16])([CH3:17])[CH2:11][CH2:10][C:9]([CH3:19])([CH3:18])[C:8]=2[CH:7]=1)=[O:4]. (3) Given the reactants [NH2:1][C:2]1[C:3]([C:13]([OH:15])=O)=[N:4][C:5]([Br:12])=[C:6]([C:8]([F:11])([F:10])[F:9])[CH:7]=1.[NH:16]1[C:20]2=[N:21][CH:22]=[CH:23][N:24]=[C:19]2[C:18]([NH2:25])=[N:17]1.CN(C(ON1N=NC2C=CC=NC1=2)=[N+](C)C)C.F[P-](F)(F)(F)(F)F.CN1CCOCC1, predict the reaction product. The product is: [NH2:1][C:2]1[C:3]([C:13]([NH:25][C:18]2[C:19]3=[N:24][CH:23]=[CH:22][N:21]=[C:20]3[NH:16][N:17]=2)=[O:15])=[N:4][C:5]([Br:12])=[C:6]([C:8]([F:9])([F:10])[F:11])[CH:7]=1. (4) Given the reactants [F:1][C:2]1[C:7]([N:8]2[CH:12]=[C:11]([C:13]3[CH2:14][CH2:15][N:16]([C:19]([O:21]C(C)(C)C)=[O:20])[CH2:17][CH:18]=3)[N:10]=[N:9]2)=[CH:6][CH:5]=[CH:4][N:3]=1, predict the reaction product. The product is: [CH:19]([OH:21])=[O:20].[F:1][C:2]1[C:7]([N:8]2[CH:12]=[C:11]([C:13]3[CH2:14][CH2:15][NH:16][CH2:17][CH:18]=3)[N:10]=[N:9]2)=[CH:6][CH:5]=[CH:4][N:3]=1. (5) Given the reactants [BrH:1].[CH2:2]([O:4][C:5]1[CH:6]=[C:7]([C:13]#[CH:14])[CH:8]=[CH:9][C:10]=1[O:11][CH3:12])[CH3:3], predict the reaction product. The product is: [Br:1][C:13]([C:7]1[CH:8]=[CH:9][C:10]([O:11][CH3:12])=[C:5]([O:4][CH2:2][CH3:3])[CH:6]=1)=[CH2:14]. (6) Given the reactants C(OC(=O)[NH:7][C:8]1([C:13](=[O:36])[NH:14][CH2:15][C:16](=[O:35])[N:17]2[C:25]3[C:20](=[CH:21][CH:22]=[CH:23][CH:24]=3)[CH2:19][C@H:18]2[C:26](=[O:34])[NH:27][CH2:28][C:29]2[N:30]=[N:31][NH:32][N:33]=2)[CH2:12][CH2:11][CH2:10][CH2:9]1)(C)(C)C.[C:38]1(=[O:44])[O:43][C:41](=[O:42])[CH2:40][CH2:39]1, predict the reaction product. The product is: [O:35]=[C:16]([N:17]1[C:25]2[C:20](=[CH:21][CH:22]=[CH:23][CH:24]=2)[CH2:19][C@H:18]1[C:26](=[O:34])[NH:27][CH2:28][C:29]1[N:30]=[N:31][NH:32][N:33]=1)[CH2:15][NH:14][C:13]([C:8]1([NH:7][C:38]([CH2:39][CH2:40][C:41]([OH:43])=[O:42])=[O:44])[CH2:12][CH2:11][CH2:10][CH2:9]1)=[O:36]. (7) The product is: [I:9][C:5]1[CH:4]=[C:3]2[C:8]([C:12](=[O:11])[CH2:13][S:14][CH2:2]2)=[CH:7][CH:6]=1. Given the reactants Br[CH2:2][C:3]1[CH:8]=[CH:7][CH:6]=[C:5]([I:9])[CH:4]=1.C[O:11][C:12](=O)[CH2:13][SH:14].C([O-])([O-])=O.[K+].[K+].[OH-].[Li+].O=P12OP3(OP(OP(O3)(O1)=O)(=O)O2)=O, predict the reaction product.